Dataset: Catalyst prediction with 721,799 reactions and 888 catalyst types from USPTO. Task: Predict which catalyst facilitates the given reaction. (1) Reactant: [CH3:1][CH:2]([CH2:4][CH2:5][CH2:6][C@H:7]([C@@H:9]1[C@:26]2([CH3:27])[C@H:12]([C@H:13]3[C@H:23]([CH2:24][CH2:25]2)[C@:21]2([CH3:22])[C:16](=[CH:17][C:18](=O)[CH:19]=[CH:20]2)[CH:15]=[CH:14]3)[CH2:11][CH2:10]1)[CH3:8])[CH3:3].Cl.[NH2:30][OH:31]. Product: [CH3:1][CH:2]([CH2:4][CH2:5][CH2:6][C@H:7]([C@@H:9]1[C@:26]2([CH3:27])[C@H:12]([C@H:13]3[C@H:23]([CH2:24][CH2:25]2)[C@:21]2([CH3:22])[C:16](=[CH:17][C:18](=[N:30][OH:31])[CH:19]=[CH:20]2)[CH:15]=[CH:14]3)[CH2:11][CH2:10]1)[CH3:8])[CH3:3]. The catalyst class is: 17. (2) Reactant: [CH3:1][O:2][C:3](=[O:18])[CH2:4][C:5]1[C:6](=[O:17])[NH:7][C:8]2[C:13]([CH:14]=1)=[CH:12][CH:11]=[C:10]([O:15][CH3:16])[CH:9]=2.[H][H]. Product: [CH3:1][O:2][C:3](=[O:18])[CH2:4][CH:5]1[CH2:14][C:13]2[C:8](=[CH:9][C:10]([O:15][CH3:16])=[CH:11][CH:12]=2)[NH:7][C:6]1=[O:17]. The catalyst class is: 285. (3) Reactant: [Cl:1][C:2]1[CH:7]=[CH:6][N:5]=[C:4]2[N:8]([S:26]([C:29]3[CH:34]=[CH:33][CH:32]=[CH:31][CH:30]=3)(=[O:28])=[O:27])[CH:9]=[C:10]([C:11]3[CH:12]=[C:13]([CH:23]=[CH:24][CH:25]=3)[CH2:14][NH:15]C(=O)OC(C)(C)C)[C:3]=12. Product: [Cl:1][C:2]1[CH:7]=[CH:6][N:5]=[C:4]2[N:8]([S:26]([C:29]3[CH:34]=[CH:33][CH:32]=[CH:31][CH:30]=3)(=[O:28])=[O:27])[CH:9]=[C:10]([C:11]3[CH:12]=[C:13]([CH2:14][NH2:15])[CH:23]=[CH:24][CH:25]=3)[C:3]=12. The catalyst class is: 601. (4) Reactant: [CH3:1][CH:2]([C:4]1[C:14]2[O:13][CH2:12][CH2:11][N:10](C(OC(C)(C)C)=O)[CH2:9][C:8]=2[CH:7]=[CH:6][CH:5]=1)[CH3:3].C(OCC)(=O)C.[ClH:28]. Product: [ClH:28].[CH3:3][CH:2]([C:4]1[C:14]2[O:13][CH2:12][CH2:11][NH:10][CH2:9][C:8]=2[CH:7]=[CH:6][CH:5]=1)[CH3:1]. The catalyst class is: 13. (5) Reactant: [F:1][C:2]1[CH:7]=[CH:6][C:5]([CH:8]2[C:13]3=[N:14][NH:15][C:16](=[O:21])[C:17]4[CH:18]=[CH:19][CH:20]=[C:11]([C:12]=43)[NH:10][CH:9]2[C:22]2[CH:29]=[CH:28][C:25]([CH:26]=O)=[CH:24][CH:23]=2)=[CH:4][CH:3]=1.[CH3:30][CH:31]1[CH2:36][NH:35][CH2:34][CH2:33][N:32]1[C:37]([O:39][C:40]([CH3:43])([CH3:42])[CH3:41])=[O:38].[BH3-]C#N.[Na+]. Product: [C:40]([O:39][C:37]([N:32]1[CH2:33][CH2:34][N:35]([CH2:26][C:25]2[CH:24]=[CH:23][C:22]([CH:9]3[NH:10][C:11]4[C:12]5[C:13](=[N:14][NH:15][C:16](=[O:21])[C:17]=5[CH:18]=[CH:19][CH:20]=4)[CH:8]3[C:5]3[CH:4]=[CH:3][C:2]([F:1])=[CH:7][CH:6]=3)=[CH:29][CH:28]=2)[CH2:36][CH:31]1[CH3:30])=[O:38])([CH3:42])([CH3:41])[CH3:43]. The catalyst class is: 2. (6) Reactant: [C:1]12([C:11]([N:13]3[C:22]4[C:17](=[CH:18][CH:19]=[CH:20][CH:21]=4)[CH:16]([OH:23])[CH2:15][CH2:14]3)=[O:12])[CH2:10][CH:5]3[CH2:6][CH:7]([CH2:9][CH:3]([CH2:4]3)[CH2:2]1)[CH2:8]2.[H-].[Na+].[CH2:26]1COC[CH2:27]1. Product: [C:1]12([C:11]([N:13]3[C:22]4[C:17](=[CH:18][CH:19]=[CH:20][CH:21]=4)[CH:16]([O:23][CH2:26][CH3:27])[CH2:15][CH2:14]3)=[O:12])[CH2:8][CH:7]3[CH2:9][CH:3]([CH2:4][CH:5]([CH2:6]3)[CH2:10]1)[CH2:2]2. The catalyst class is: 6. (7) Reactant: [C:1]([O:5][C:6]([N:8]1[CH2:13][CH2:12][CH:11]([CH2:14][CH2:15][OH:16])[CH2:10][CH2:9]1)=[O:7])([CH3:4])([CH3:3])[CH3:2].[H-].[Na+].[Cl:19][C:20]1[CH:27]=[CH:26][C:23]([CH2:24]Cl)=[CH:22][CH:21]=1.[NH4+].[Cl-]. Product: [C:1]([O:5][C:6]([N:8]1[CH2:13][CH2:12][CH:11]([CH2:14][CH2:15][O:16][CH2:24][C:23]2[CH:26]=[CH:27][C:20]([Cl:19])=[CH:21][CH:22]=2)[CH2:10][CH2:9]1)=[O:7])([CH3:4])([CH3:3])[CH3:2]. The catalyst class is: 807. (8) Reactant: [OH:1][C:2]1[CH:9]=[CH:8][C:5]([CH2:6][NH2:7])=[CH:4][CH:3]=1.[BrH:10].BrBr. Product: [BrH:10].[NH2:7][CH2:6][C:5]1[CH:8]=[CH:9][C:2]([OH:1])=[C:3]([Br:10])[CH:4]=1. The catalyst class is: 15.